Dataset: Forward reaction prediction with 1.9M reactions from USPTO patents (1976-2016). Task: Predict the product of the given reaction. (1) Given the reactants [CH3:1][S:2]([C:5]1[CH:10]=[CH:9][C:8]([NH:11][C:12]([C:14]2[CH:19]=[CH:18][CH:17]=[CH:16][CH:15]=2)=[NH:13])=[CH:7][CH:6]=1)(=[O:4])=[O:3].C(=O)(O)[O-].[Na+].Br[CH2:26][C:27](=[O:32])[C:28]([F:31])([F:30])[F:29], predict the reaction product. The product is: [OH:32][C:27]1([C:28]([F:31])([F:30])[F:29])[CH2:26][N:11]([C:8]2[CH:7]=[CH:6][C:5]([S:2]([CH3:1])(=[O:3])=[O:4])=[CH:10][CH:9]=2)[C:12]([C:14]2[CH:19]=[CH:18][CH:17]=[CH:16][CH:15]=2)=[N:13]1. (2) The product is: [Cl:36][C:37]1[CH:38]=[CH:39][C:40]([O:51][CH2:52][CH:53]([CH3:55])[CH3:54])=[C:41]([CH2:43][N:44]2[C:48]([CH3:49])=[CH:47][C:46]([NH:50][C:10](=[O:12])[C:9]3[CH:8]=[CH:7][C:6]([C:5]4[CH2:4][CH2:3][CH2:2][N:1]=4)=[CH:14][CH:13]=3)=[N:45]2)[CH:42]=1. Given the reactants [N:1]1[CH2:2][CH2:3][CH2:4][C:5]=1[C:6]1[CH:14]=[CH:13][C:9]([C:10]([OH:12])=O)=[CH:8][CH:7]=1.CCN=C=NCCCN(C)C.ON1C2N=CC=CC=2N=N1.[Cl:36][C:37]1[CH:38]=[CH:39][C:40]([O:51][CH2:52][CH:53]([CH3:55])[CH3:54])=[C:41]([CH2:43][N:44]2[C:48]([CH3:49])=[CH:47][C:46]([NH2:50])=[N:45]2)[CH:42]=1, predict the reaction product.